From a dataset of Forward reaction prediction with 1.9M reactions from USPTO patents (1976-2016). Predict the product of the given reaction. (1) Given the reactants [OH:1][CH:2]1[CH2:7][CH2:6][N:5]([C:8]([O:10][CH2:11][C:12]2[CH:17]=[CH:16][C:15]([N+:18]([O-:20])=[O:19])=[CH:14][CH:13]=2)=[O:9])[CH2:4][CH2:3]1.[CH3:21][S:22](Cl)(=[O:24])=[O:23].C(N(CC)CC)C, predict the reaction product. The product is: [CH3:21][S:22]([O:1][CH:2]1[CH2:7][CH2:6][N:5]([C:8]([O:10][CH2:11][C:12]2[CH:17]=[CH:16][C:15]([N+:18]([O-:20])=[O:19])=[CH:14][CH:13]=2)=[O:9])[CH2:4][CH2:3]1)(=[O:24])=[O:23]. (2) Given the reactants [CH2:1]([O:8][CH2:9][C:10]1([CH2:14][OH:15])[CH2:13][CH2:12][CH2:11]1)[C:2]1[CH:7]=[CH:6][CH:5]=[CH:4][CH:3]=1.C(N(CC)CC)C.[CH3:23][S:24](Cl)(=[O:26])=[O:25].[Cl-].[Na+], predict the reaction product. The product is: [CH3:23][S:24]([O:15][CH2:14][C:10]1([CH2:9][O:8][CH2:1][C:2]2[CH:7]=[CH:6][CH:5]=[CH:4][CH:3]=2)[CH2:11][CH2:12][CH2:13]1)(=[O:26])=[O:25].